This data is from Peptide-MHC class II binding affinity with 134,281 pairs from IEDB. The task is: Regression. Given a peptide amino acid sequence and an MHC pseudo amino acid sequence, predict their binding affinity value. This is MHC class II binding data. (1) The peptide sequence is VVSRLLIPVPFDPPA. The MHC is DRB1_0802 with pseudo-sequence DRB1_0802. The binding affinity (normalized) is 0.610. (2) The peptide sequence is SVAYKAAVGATPEAK. The MHC is DRB1_0701 with pseudo-sequence DRB1_0701. The binding affinity (normalized) is 0.456. (3) The peptide sequence is MNIRMGIFYCNDDA. The MHC is DRB4_0101 with pseudo-sequence DRB4_0103. The binding affinity (normalized) is 0.146.